Dataset: Reaction yield outcomes from USPTO patents with 853,638 reactions. Task: Predict the reaction yield, written as a fraction of the theoretical maximum amount of product (1.0 means a 100% yield; for example, 0.34 means a 34% yield). (1) The reactants are [H][H].C([O:10][C:11]1[CH:16]=[C:15]([CH3:17])[N:14]=[C:13]2[C:18]([C:22]3[CH:27]=[CH:26][C:25]([N:28]4[CH:32]=[CH:31][CH:30]=[N:29]4)=[CH:24][C:23]=3[CH3:33])=[N:19][N:20]([CH3:21])[C:12]=12)C1C=CC=CC=1. The catalyst is [Pd]. The product is [CH3:21][N:20]1[C:12]2[C:13](=[N:14][C:15]([CH3:17])=[CH:16][C:11]=2[OH:10])[C:18]([C:22]2[CH:27]=[CH:26][C:25]([N:28]3[CH:32]=[CH:31][CH:30]=[N:29]3)=[CH:24][C:23]=2[CH3:33])=[N:19]1. The yield is 0.770. (2) The reactants are [NH2:1][C:2]1[C:3]([Cl:9])=[N:4][CH:5]=[C:6]([Br:8])[CH:7]=1.N1C=CC=CC=1.[C:16]1([S:22](Cl)(=[O:24])=[O:23])[CH:21]=[CH:20][CH:19]=[CH:18][CH:17]=1. The catalyst is ClCCl. The product is [Br:8][C:6]1[CH:7]=[C:2]([NH:1][S:22]([C:16]2[CH:21]=[CH:20][CH:19]=[CH:18][CH:17]=2)(=[O:24])=[O:23])[C:3]([Cl:9])=[N:4][CH:5]=1. The yield is 0.340. (3) The reactants are [Cl:1][C:2]1[CH:3]=[C:4]([C:22]2[CH2:23][CH2:24][C:25](=[O:28])[NH:26][N:27]=2)[CH:5]=[CH:6][C:7]=1[O:8][CH2:9][CH2:10][CH2:11][O:12][CH2:13][CH2:14][C:15]1[CH:20]=[CH:19][C:18]([OH:21])=[CH:17][CH:16]=1.C(OC(=O)NCCNC(=O)C(C1C=[CH:46][C:45]([OH:48])=[CH:44]C=1)C)(C)(C)C. No catalyst specified. The product is [Cl:1][C:2]1[CH:3]=[C:4]([C:22]2[CH2:23][CH2:24][C:25](=[O:28])[NH:26][N:27]=2)[CH:5]=[CH:6][C:7]=1[O:8][CH2:9][CH2:10][CH2:11][O:12][CH2:13][CH2:14][C:15]1[CH:20]=[CH:19][C:18]([O:21][CH2:44][C@@H:45]2[CH2:46][O:48]2)=[CH:17][CH:16]=1. The yield is 0.630. (4) The reactants are [CH2:1]([C@@H:5]1[NH:10][CH2:9][C@H:8]([CH:11]=[CH:12][CH3:13])[NH:7][C:6]1=[O:14])[CH:2]([CH3:4])[CH3:3].[F:15][C:16]1[CH:21]=[CH:20][C:19]([C:22]2[CH:26]=[C:25]([C:27](O)=[O:28])[O:24][N:23]=2)=[CH:18][CH:17]=1.C([C@@H]1N(C(=O)/C=C/C2C=CC=CC=2)C[C@H](CC(C)C)NC1=O)C(C)C. No catalyst specified. The product is [F:15][C:16]1[CH:17]=[CH:18][C:19]([C:22]2[CH:26]=[C:25]([C:27]([N:10]3[CH2:9][C@H:8](/[CH:11]=[CH:12]/[CH3:13])[NH:7][C:6](=[O:14])[C@@H:5]3[CH2:1][CH:2]([CH3:4])[CH3:3])=[O:28])[O:24][N:23]=2)=[CH:20][CH:21]=1. The yield is 0.446. (5) The reactants are [NH2:1][C:2]1[CH:7]=[C:6]([C:8](=[O:15])[C:9]2[CH:14]=[CH:13][CH:12]=[CH:11][CH:10]=2)[CH:5]=[CH:4][C:3]=1[N:16]1[CH2:21][CH2:20][N:19]([C:22]([O:24][C:25]([CH3:28])([CH3:27])[CH3:26])=[O:23])[CH2:18][CH2:17]1.[NH2:29][C:30]1[C:31]([C:37](O)=[O:38])=[N:32][C:33]([Br:36])=[CH:34][N:35]=1. The catalyst is C(#N)C. The product is [NH2:29][C:30]1[C:31]([C:37]([NH:1][C:2]2[CH:7]=[C:6]([C:8](=[O:15])[C:9]3[CH:10]=[CH:11][CH:12]=[CH:13][CH:14]=3)[CH:5]=[CH:4][C:3]=2[N:16]2[CH2:21][CH2:20][N:19]([C:22]([O:24][C:25]([CH3:28])([CH3:27])[CH3:26])=[O:23])[CH2:18][CH2:17]2)=[O:38])=[N:32][C:33]([Br:36])=[CH:34][N:35]=1. The yield is 0.500. (6) The yield is 0.280. The product is [N:19]1([C:2]2[N:7]=[CH:6][C:5]([C:8]3[NH:9][C:10]4[C:15]([CH:16]=3)=[CH:14][C:13]([O:17][CH3:18])=[CH:12][CH:11]=4)=[CH:4][CH:3]=2)[CH:23]=[CH:22][N:21]=[CH:20]1. The reactants are F[C:2]1[N:7]=[CH:6][C:5]([C:8]2[NH:9][C:10]3[C:15]([CH:16]=2)=[CH:14][C:13]([O:17][CH3:18])=[CH:12][CH:11]=3)=[CH:4][CH:3]=1.[NH:19]1[CH:23]=[CH:22][N:21]=[CH:20]1.C([O-])([O-])=O.[Cs+].[Cs+]. The catalyst is CN(C=O)C. (7) The reactants are [C:1]1([N:7]2[CH:12]=[C:11]([C:13]3[CH:18]=[CH:17][CH:16]=[CH:15][N:14]=3)[CH:10]=[CH:9][C:8]2=[O:19])[CH:6]=[CH:5][CH:4]=[CH:3][CH:2]=1.[Br:20]N1C(=O)CCC1=O.CN(C)C=O. The catalyst is BrN1C(=O)CCC1=O.O. The product is [Br:20][C:9]1[C:8](=[O:19])[N:7]([C:1]2[CH:2]=[CH:3][CH:4]=[CH:5][CH:6]=2)[CH:12]=[C:11]([C:13]2[CH:18]=[CH:17][CH:16]=[CH:15][N:14]=2)[CH:10]=1. The yield is 0.810. (8) The reactants are [N+:1]([C:4]1[CH:12]=[C:11]2[C:7]([CH:8]=[CH:9][NH:10]2)=[CH:6][CH:5]=1)([O-:3])=[O:2].[CH2:13]1OCCOCCOCCOCCOCCOC1.CC(C)([O-])C.[K+].CI. The catalyst is O1CCCC1. The product is [CH3:13][N:10]1[C:11]2[C:7](=[CH:6][CH:5]=[C:4]([N+:1]([O-:3])=[O:2])[CH:12]=2)[CH:8]=[CH:9]1. The yield is 0.840.